This data is from Forward reaction prediction with 1.9M reactions from USPTO patents (1976-2016). The task is: Predict the product of the given reaction. (1) Given the reactants [NH2:1][C:2]1[CH:3]=[N:4][CH:5]=[CH:6][C:7]=1[C@@H:8]1[CH2:13][CH2:12][CH2:11][C@H:10]([N:14]2[C:22](=[O:23])[C:21]3[C:16](=[CH:17][CH:18]=[CH:19][CH:20]=3)[C:15]2=[O:24])[CH2:9]1.[C:25](N1C=CN=C1)(N1C=CN=C1)=[S:26], predict the reaction product. The product is: [N:1]([C:2]1[CH:3]=[N:4][CH:5]=[CH:6][C:7]=1[C@@H:8]1[CH2:13][CH2:12][CH2:11][C@H:10]([N:14]2[C:15](=[O:24])[C:16]3[C:21](=[CH:20][CH:19]=[CH:18][CH:17]=3)[C:22]2=[O:23])[CH2:9]1)=[C:25]=[S:26]. (2) Given the reactants O[CH2:2][C:3]1[CH:24]=[CH:23][C:6]([CH2:7][CH2:8][C:9]([NH:11][CH:12]([C:18]([O:20][CH2:21][CH3:22])=[O:19])[C:13]([O:15][CH2:16][CH3:17])=[O:14])=[O:10])=[CH:5][CH:4]=1.S(Cl)([Cl:27])=O, predict the reaction product. The product is: [Cl:27][CH2:2][C:3]1[CH:24]=[CH:23][C:6]([CH2:7][CH2:8][C:9]([NH:11][CH:12]([C:18]([O:20][CH2:21][CH3:22])=[O:19])[C:13]([O:15][CH2:16][CH3:17])=[O:14])=[O:10])=[CH:5][CH:4]=1. (3) Given the reactants [Cl:1][C:2]1[CH:3]=[CH:4][C:5]([CH3:9])=[C:6]([CH:8]=1)[NH2:7].[Cl:10][C:11]1[CH:12]=[C:13]([CH2:17][C:18]#[N:19])[CH:14]=[CH:15][CH:16]=1, predict the reaction product. The product is: [Cl:1][C:2]1[CH:3]=[CH:4][C:5]([CH3:9])=[C:6]([NH:7][C:18](=[NH:19])[CH2:17][C:13]2[CH:14]=[CH:15][CH:16]=[C:11]([Cl:10])[CH:12]=2)[CH:8]=1. (4) Given the reactants [CH3:1][N:2]([CH2:18][C:19](O)=[O:20])[NH:3][C:4](=[O:17])[NH:5][CH2:6][C:7]1[C:16]2[C:11](=[CH:12][CH:13]=[CH:14][CH:15]=2)[CH:10]=[CH:9][CH:8]=1.[NH2:22][C@@H:23]([CH2:47][C:48]([NH:50][C:51]([C:64]1[CH:69]=[CH:68][CH:67]=[CH:66][CH:65]=1)([C:58]1[CH:63]=[CH:62][CH:61]=[CH:60][CH:59]=1)[C:52]1[CH:57]=[CH:56][CH:55]=[CH:54][CH:53]=1)=[O:49])[C:24]([N:26]([C@@H:38]([CH3:46])[CH:39]([O:43][CH2:44][CH3:45])[O:40][CH2:41][CH3:42])[CH2:27][C:28]1[C:37]2[C:32](=[CH:33][CH:34]=[CH:35][CH:36]=2)[CH:31]=[CH:30][CH:29]=1)=[O:25], predict the reaction product. The product is: [CH2:44]([O:43][CH:39]([O:40][CH2:41][CH3:42])[C@@H:38]([N:26]([CH2:27][C:28]1[C:37]2[C:32](=[CH:33][CH:34]=[CH:35][CH:36]=2)[CH:31]=[CH:30][CH:29]=1)[C:24](=[O:25])[C@@H:23]([NH:22][C:19](=[O:20])[CH2:18][N:2]([CH3:1])[NH:3][C:4]([NH:5][CH2:6][C:7]1[C:16]2[C:11](=[CH:12][CH:13]=[CH:14][CH:15]=2)[CH:10]=[CH:9][CH:8]=1)=[O:17])[CH2:47][C:48](=[O:49])[NH:50][C:51]([C:64]1[CH:69]=[CH:68][CH:67]=[CH:66][CH:65]=1)([C:52]1[CH:53]=[CH:54][CH:55]=[CH:56][CH:57]=1)[C:58]1[CH:59]=[CH:60][CH:61]=[CH:62][CH:63]=1)[CH3:46])[CH3:45]. (5) Given the reactants [Br:1][C:2]1[CH:18]=[CH:17][C:5]2[N:6]=[C:7]([C:9]3([OH:16])[CH2:14][CH2:13][C:12](=O)[CH2:11][CH2:10]3)[S:8][C:4]=2[CH:3]=1.[NH:19]1[CH2:22][CH:21]([NH:23][C:24]([CH2:26][NH:27][C:28](=[O:39])[C:29]2[CH:34]=[CH:33][CH:32]=[C:31]([C:35]([F:38])([F:37])[F:36])[CH:30]=2)=[O:25])[CH2:20]1, predict the reaction product. The product is: [Br:1][C:2]1[CH:18]=[CH:17][C:5]2[N:6]=[C:7]([C:9]3([OH:16])[CH2:14][CH2:13][CH:12]([N:19]4[CH2:22][CH:21]([NH:23][C:24]([CH2:26][NH:27][C:28](=[O:39])[C:29]5[CH:34]=[CH:33][CH:32]=[C:31]([C:35]([F:38])([F:36])[F:37])[CH:30]=5)=[O:25])[CH2:20]4)[CH2:11][CH2:10]3)[S:8][C:4]=2[CH:3]=1. (6) Given the reactants [NH2:1][C:2]1[N:3]=[CH:4][C:5]([C:8]#[N:9])=[N:6][CH:7]=1.N1C=CC=CC=1.Cl[C:17]([O:19][C:20]1[CH:25]=[CH:24][CH:23]=[CH:22][CH:21]=1)=[O:18].C(OCC)(=O)C, predict the reaction product. The product is: [C:8]([C:5]1[N:6]=[CH:7][C:2]([NH:1][C:17](=[O:18])[O:19][C:20]2[CH:25]=[CH:24][CH:23]=[CH:22][CH:21]=2)=[N:3][CH:4]=1)#[N:9].